Predict the reactants needed to synthesize the given product. From a dataset of Full USPTO retrosynthesis dataset with 1.9M reactions from patents (1976-2016). (1) Given the product [Cl:1][C:2]1[CH:3]=[CH:4][CH:5]=[C:6]2[C:10]=1[N:9]([CH:22]([CH3:24])[CH3:23])[N:8]=[C:7]2[C:11]1[CH:16]=[CH:15][C:14]([O:17][CH3:18])=[CH:13][CH:12]=1, predict the reactants needed to synthesize it. The reactants are: [Cl:1][C:2]1[CH:3]=[CH:4][CH:5]=[C:6]2[C:10]=1[NH:9][N:8]=[C:7]2[C:11]1[CH:16]=[CH:15][C:14]([O:17][CH3:18])=[CH:13][CH:12]=1.[H-].[Na+].I[CH:22]([CH3:24])[CH3:23]. (2) Given the product [C:20]([C:17]1[CH:18]=[CH:19][C:14]([CH:11]2[CH2:10][CH2:9][N:8]([C:6]([O:5][C:1]([CH3:4])([CH3:3])[CH3:2])=[O:7])[CH2:13][CH2:12]2)=[N:15][C:16]=1[C:23]1[CH:24]=[CH:25][C:26]([O:29][C:30]2[CH:35]=[CH:34][CH:33]=[CH:32][CH:31]=2)=[CH:27][CH:28]=1)(=[O:22])[NH2:21], predict the reactants needed to synthesize it. The reactants are: [C:1]([O:5][C:6]([N:8]1[CH2:13][CH2:12][C:11]([C:14]2[CH:19]=[CH:18][C:17]([C:20](=[O:22])[NH2:21])=[C:16]([C:23]3[CH:28]=[CH:27][C:26]([O:29][C:30]4[CH:35]=[CH:34][CH:33]=[CH:32][CH:31]=4)=[CH:25][CH:24]=3)[N:15]=2)=[CH:10][CH2:9]1)=[O:7])([CH3:4])([CH3:3])[CH3:2]. (3) Given the product [CH2:46]([C:45]1[C:7]([C:1]2[CH:6]=[CH:5][CH:4]=[CH:3][CH:2]=2)=[C:8]([C:9]2[CH:14]=[CH:13][CH:12]=[CH:11][CH:10]=2)[C:57]([C:15]2[CH:20]=[CH:19][CH:18]=[CH:17][CH:16]=2)=[C:58]([C:1]2[CH:6]=[CH:5][CH:4]=[CH:3][CH:2]=2)[C:53]=1[C:54]1[CH:9]=[CH:8][CH:7]=[CH:56][CH:55]=1)[CH2:47][CH2:48][CH2:49][CH2:50][CH3:51], predict the reactants needed to synthesize it. The reactants are: [C:1]1([C:7]#[C:8][CH2:9][CH2:10][CH2:11][CH2:12][CH2:13][CH3:14])[CH:6]=[CH:5][CH:4]=[CH:3][CH:2]=1.[C:15]1(C2C(=O)C([C:15]3[CH:20]=[CH:19][CH:18]=[CH:17][CH:16]=3)=C([C:15]3[CH:20]=[CH:19][CH:18]=[CH:17][CH:16]=3)C=2[C:15]2[CH:20]=[CH:19][CH:18]=[CH:17][CH:16]=2)[CH:20]=[CH:19][CH:18]=[CH:17][CH:16]=1.[C:45]([C:53]1[CH:58]=[CH:57][CH:56]=[CH:55][CH:54]=1)(=O)[C:46]1[CH:51]=[CH:50][CH:49]=[CH:48][CH:47]=1.